This data is from Forward reaction prediction with 1.9M reactions from USPTO patents (1976-2016). The task is: Predict the product of the given reaction. (1) The product is: [Cl:1][C:2]1[N:10]=[C:9]2[C:5]([N:6]=[C:7]([CH2:13][N:14]3[CH2:19][CH2:18][N:17]4[C@@H:20]([CH2:21][O:22][CH2:15][C:16]4=[O:33])[CH2:24]3)[N:8]2[CH2:11][CH3:12])=[C:4]([N:26]2[CH2:27][CH2:28][O:29][CH2:30][CH2:31]2)[N:3]=1. Given the reactants [Cl:1][C:2]1[N:10]=[C:9]2[C:5]([N:6]=[C:7]([CH2:13][N:14]3[CH2:19][CH2:18][N:17]([C:20](C)([CH3:24])[C:21](N)=[O:22])[CH2:16][CH2:15]3)[N:8]2[CH2:11][CH3:12])=[C:4]([N:26]2[CH2:31][CH2:30][O:29][CH2:28][CH2:27]2)[N:3]=1.C1[C@H]2CNCCN2C(=O)C[O:33]1, predict the reaction product. (2) Given the reactants [CH3:1][NH:2][C:3]1[CH:8]=[CH:7][CH:6]=[CH:5][CH:4]=1.[Br:9][CH2:10][CH2:11][CH2:12]Br.C([O-])([O-])=O.[K+].[K+].C1OCCOCCOCCOCCOCCOC1, predict the reaction product. The product is: [Br:9][CH2:10][CH2:11][CH2:12][N:2]([CH3:1])[C:3]1[CH:8]=[CH:7][CH:6]=[CH:5][CH:4]=1. (3) Given the reactants [ClH:1].[F:2][C:3]([F:20])([F:19])[CH2:4][CH2:5][C@@H:6]([NH:10][C@@H](C1C=CC=CC=1)C)[C:7]([NH2:9])=[O:8].CO.O, predict the reaction product. The product is: [ClH:1].[NH2:10][C@H:6]([CH2:5][CH2:4][C:3]([F:2])([F:19])[F:20])[C:7]([NH2:9])=[O:8]. (4) The product is: [CH:25]1([CH2:24][CH2:23][N:20]2[C:19](=[O:21])[C:18]3[CH2:17][CH2:16][CH2:15][CH2:14][C:13]=3[N:12]=[C:11]2[C:6]2[CH:7]=[CH:8][CH:9]=[CH:10][C:5]=2[O:4][CH3:3])[CH2:30][CH2:29][CH2:28][CH2:27][CH2:26]1. Given the reactants [H-].[Na+].[CH3:3][O:4][C:5]1[CH:10]=[CH:9][CH:8]=[CH:7][C:6]=1[C:11]1[NH:12][C:13]2[CH2:14][CH2:15][CH2:16][CH2:17][C:18]=2[C:19](=[O:21])[N:20]=1.Br[CH2:23][CH2:24][CH:25]1[CH2:30][CH2:29][CH2:28][CH2:27][CH2:26]1, predict the reaction product. (5) Given the reactants C(OC1C=C(C=C(OCC)C=1F)CN1CCC([NH:14][C:15](=O)[C:16]2[CH:21]=[C:20]([CH3:22])[C:19]([NH:23][CH3:24])=[N:18][CH:17]=2)CC1)C.[CH3:33][Si](C)(C)[N-][Si](C)(C)C.[Na+].CI, predict the reaction product. The product is: [CH3:33][N:23]([CH3:24])[C:19]1[C:20]([CH3:22])=[CH:21][C:16]([C:15]#[N:14])=[CH:17][N:18]=1. (6) Given the reactants Br.[N:2]1([C:8](=[NH:10])[NH2:9])[CH2:7][CH2:6][O:5][CH2:4][CH2:3]1.[CH:11]12[CH2:20][CH:15]3[CH2:16][CH:17]([CH2:19][CH:13]([CH2:14]3)[CH:12]1[NH:21][C:22](=[O:34])[C:23](=[CH:30]N(C)C)[C:24](=O)[C:25]([CH3:28])([CH3:27])[CH3:26])[CH2:18]2.C[O-].[Na+], predict the reaction product. The product is: [CH:13]12[CH2:19][CH:17]3[CH2:16][CH:15]([CH2:20][CH:11]([CH2:18]3)[CH:12]1[NH:21][C:22]([C:23]1[C:24]([C:25]([CH3:28])([CH3:27])[CH3:26])=[N:10][C:8]([N:2]3[CH2:7][CH2:6][O:5][CH2:4][CH2:3]3)=[N:9][CH:30]=1)=[O:34])[CH2:14]2.